Dataset: Forward reaction prediction with 1.9M reactions from USPTO patents (1976-2016). Task: Predict the product of the given reaction. (1) Given the reactants [H-].[Al+3].[Li+].[H-].[H-].[H-].[Cl:7][C:8]1[CH:13]=[CH:12][C:11]([C:14]2[C:18]([C:19]3[CH:24]=[CH:23][N:22]=[C:21]([NH:25][C:26]4[CH:31]=[CH:30][C:29]([C:32]([N:34]5[CH2:39][CH2:38][N:37]([CH3:40])[CH2:36][CH2:35]5)=O)=[CH:28][CH:27]=4)[N:20]=3)=[CH:17][NH:16][N:15]=2)=[CH:10][CH:9]=1, predict the reaction product. The product is: [Cl:7][C:8]1[CH:13]=[CH:12][C:11]([C:14]2[C:18]([C:19]3[CH:24]=[CH:23][N:22]=[C:21]([NH:25][C:26]4[CH:27]=[CH:28][C:29]([CH2:32][N:34]5[CH2:35][CH2:36][N:37]([CH3:40])[CH2:38][CH2:39]5)=[CH:30][CH:31]=4)[N:20]=3)=[CH:17][NH:16][N:15]=2)=[CH:10][CH:9]=1. (2) The product is: [F:42][C:28]([F:27])([F:41])[C:29]1[CH:34]=[CH:33][CH:32]=[CH:31][C:30]=1[C:35]1[CH2:40][CH2:39][N:38]([C:6]([O:5][C:1]([CH3:4])([CH3:3])[CH3:2])=[O:7])[CH2:37][CH:36]=1. Given the reactants [C:1]([O:5][C:6](N[C@@H]1CC[C@](C(C)C)(C(O)=O)C1)=[O:7])([CH3:4])([CH3:3])[CH3:2].FC(F)(F)C(O)=O.[F:27][C:28]([F:42])([F:41])[C:29]1[CH:34]=[CH:33][CH:32]=[CH:31][C:30]=1[C:35]1[CH2:36][CH2:37][NH:38][CH2:39][CH:40]=1.C(N(CC)CC)C.F[P-](F)(F)(F)(F)F.N1(O[P+](N(C)C)(N(C)C)N(C)C)C2C=CC=CC=2N=N1, predict the reaction product.